Dataset: Full USPTO retrosynthesis dataset with 1.9M reactions from patents (1976-2016). Task: Predict the reactants needed to synthesize the given product. Given the product [N+:19]([C:16]1[CH:17]=[CH:18][C:13]([CH2:12][CH2:11][N:4]2[CH2:5][C@@H:6]3[CH2:9][C@H:3]2[CH2:8][N:7]3[CH2:11][CH2:12][C:13]2[CH:14]=[CH:15][C:16]([N+:19]([O-:21])=[O:20])=[CH:17][CH:18]=2)=[CH:14][CH:15]=1)([O-:21])=[O:20], predict the reactants needed to synthesize it. The reactants are: Br.Br.[C@H:3]12[CH2:9][C@H:6]([NH:7][CH2:8]1)[CH2:5][NH:4]2.Br[CH2:11][CH2:12][C:13]1[CH:18]=[CH:17][C:16]([N+:19]([O-:21])=[O:20])=[CH:15][CH:14]=1.C([O-])([O-])=O.[K+].[K+].